This data is from Catalyst prediction with 721,799 reactions and 888 catalyst types from USPTO. The task is: Predict which catalyst facilitates the given reaction. (1) Reactant: [CH2:1](N(CC)CC)C.[C:8](Cl)(=[O:11])[CH:9]=[CH2:10].[O:13]1C[CH2:16][CH2:15][CH2:14]1. Product: [CH3:1][O:11][C:8]1[CH:16]=[CH:15][C:14]([OH:13])=[CH:10][CH:9]=1. The catalyst class is: 4. (2) Reactant: [C:1]1([CH:7]([C:25]2[CH:30]=[CH:29][CH:28]=[CH:27][CH:26]=2)[CH2:8][NH:9][CH2:10][C@@H:11]([CH3:24])[CH2:12][O:13][C:14]2[CH:15]=[C:16]([CH2:20][C:21]([OH:23])=[O:22])[CH:17]=[CH:18][CH:19]=2)[CH:6]=[CH:5][CH:4]=[CH:3][CH:2]=1.[CH3:31][C:32]1[N:37]=[C:36]([CH:38]=O)[CH:35]=[CH:34][CH:33]=1.COC(=O)C.[Cl:45]C1C(C(F)(F)F)=CC=CC=1C=O.Cl.CCOCC. Product: [ClH:45].[CH3:38][C:36]1[N:37]=[C:32]([CH2:31][N:9]([CH2:8][CH:7]([C:1]2[CH:2]=[CH:3][CH:4]=[CH:5][CH:6]=2)[C:25]2[CH:26]=[CH:27][CH:28]=[CH:29][CH:30]=2)[CH2:10][C@@H:11]([CH3:24])[CH2:12][O:13][C:14]2[CH:15]=[C:16]([CH2:20][C:21]([OH:23])=[O:22])[CH:17]=[CH:18][CH:19]=2)[CH:33]=[CH:34][CH:35]=1. The catalyst class is: 28. (3) Reactant: [C:1]([C:4]1[CH:13]=[CH:12][C:7]2[NH:8][C:9](=[O:11])[O:10][C:6]=2[CH:5]=1)(=[O:3])[CH3:2].[H-].[Na+].Cl[C:17]([O:19][CH2:20][CH:21]=[CH2:22])=[O:18].S([O-])(O)(=O)=O.[K+]. Product: [C:1]([C:4]1[CH:13]=[CH:12][C:7]2[N:8]([C:17]([O:19][CH2:20][CH:21]=[CH2:22])=[O:18])[C:9](=[O:11])[O:10][C:6]=2[CH:5]=1)(=[O:3])[CH3:2]. The catalyst class is: 198.